This data is from CYP1A2 inhibition data for predicting drug metabolism from PubChem BioAssay. The task is: Regression/Classification. Given a drug SMILES string, predict its absorption, distribution, metabolism, or excretion properties. Task type varies by dataset: regression for continuous measurements (e.g., permeability, clearance, half-life) or binary classification for categorical outcomes (e.g., BBB penetration, CYP inhibition). Dataset: cyp1a2_veith. The drug is C[C@@H](c1ccccc1)N1CCN([C@H](C)c2ccccc2)CC1. The result is 0 (non-inhibitor).